From a dataset of Reaction yield outcomes from USPTO patents with 853,638 reactions. Predict the reaction yield, written as a fraction of the theoretical maximum amount of product (1.0 means a 100% yield; for example, 0.34 means a 34% yield). (1) The reactants are [C:1]([O:5][N:6]=[C:7]1[C:16]2[C:11](=[CH:12][CH:13]=[C:14]([OH:17])[CH:15]=2)[O:10][C:9]([C:18]2[N:23]=[CH:22][N:21]3[CH:24]=[CH:25][CH:26]=[C:20]3[CH:19]=2)=[CH:8]1)([CH3:4])([CH3:3])[CH3:2].Br[CH2:28][CH2:29][CH2:30][Cl:31]. The catalyst is CN(C)C=O. The product is [C:1]([O:5][N:6]=[C:7]1[C:16]2[C:11](=[CH:12][CH:13]=[C:14]([O:17][CH2:28][CH2:29][CH2:30][Cl:31])[CH:15]=2)[O:10][C:9]([C:18]2[N:23]=[CH:22][N:21]3[CH:24]=[CH:25][CH:26]=[C:20]3[CH:19]=2)=[CH:8]1)([CH3:4])([CH3:2])[CH3:3]. The yield is 0.270. (2) The reactants are [CH2:1]([O:3][C:4](=[O:27])[C:5]([O:8][C:9]1[CH:14]=[CH:13][C:12]([O:15][CH2:16][C:17]2[CH:22]=[CH:21][CH:20]=[CH:19][CH:18]=2)=[CH:11][C:10]=1[CH2:23][C:24](O)=[O:25])([CH3:7])[CH3:6])[CH3:2].[Cl-].[NH4+].C(Cl)CCl.O.O[N:36]1C2C=CC=CC=2N=N1.C(N(C(C)C)C(C)C)C. The catalyst is CN(C=O)C. The product is [CH2:1]([O:3][C:4](=[O:27])[C:5]([O:8][C:9]1[CH:14]=[CH:13][C:12]([O:15][CH2:16][C:17]2[CH:22]=[CH:21][CH:20]=[CH:19][CH:18]=2)=[CH:11][C:10]=1[CH2:23][C:24](=[O:25])[NH2:36])([CH3:7])[CH3:6])[CH3:2]. The yield is 0.860.